This data is from Forward reaction prediction with 1.9M reactions from USPTO patents (1976-2016). The task is: Predict the product of the given reaction. (1) Given the reactants [O:1]1CCO[CH:2]1[CH2:6][CH2:7][CH2:8][CH2:9][O:10][C:11]1[CH:44]=[CH:43][C:14]([C:15]([NH:17][C:18]2[CH:19]=[C:20]([C:24]([OH:42])([C:36]3[CH:41]=[CH:40][CH:39]=[CH:38][CH:37]=3)[C:25]([O:27][C@@H:28]3[CH:33]4[CH2:34][CH2:35][N:30]([CH2:31][CH2:32]4)[CH2:29]3)=[O:26])[CH:21]=[CH:22][CH:23]=2)=[O:16])=[CH:13][CH:12]=1.C(#N)C.C([O-])(O)=O.[Na+], predict the reaction product. The product is: [OH:42][C:24]([C:20]1[CH:21]=[CH:22][CH:23]=[C:18]([NH:17][C:15](=[O:16])[C:14]2[CH:13]=[CH:12][C:11]([O:10][CH2:9][CH2:8][CH2:7][CH2:6][CH:2]=[O:1])=[CH:44][CH:43]=2)[CH:19]=1)([C:36]1[CH:37]=[CH:38][CH:39]=[CH:40][CH:41]=1)[C:25]([O:27][C@@H:28]1[CH:33]2[CH2:32][CH2:31][N:30]([CH2:35][CH2:34]2)[CH2:29]1)=[O:26]. (2) Given the reactants C([O:3][C:4](=[O:30])[CH2:5][C@H:6]1[C:14]2[C:9](=[CH:10][C:11]([O:15][CH2:16][CH2:17][C:18]3[O:22][C:21]([C:23]4[CH:28]=[CH:27][CH:26]=[CH:25][CH:24]=4)=[N:20][C:19]=3[CH3:29])=[CH:12][CH:13]=2)[CH2:8][CH2:7]1)C.[Li+].[OH-].O.Cl, predict the reaction product. The product is: [CH3:29][C:19]1[N:20]=[C:21]([C:23]2[CH:24]=[CH:25][CH:26]=[CH:27][CH:28]=2)[O:22][C:18]=1[CH2:17][CH2:16][O:15][C:11]1[CH:10]=[C:9]2[C:14](=[CH:13][CH:12]=1)[C@H:6]([CH2:5][C:4]([OH:30])=[O:3])[CH2:7][CH2:8]2. (3) Given the reactants [NH2:1][C:2]1[N:7]=[C:6]([C:8]([NH:10][CH:11]([C:13]2[CH:18]=[CH:17][CH:16]=[C:15]([O:19][C:20]([F:23])([F:22])[F:21])[CH:14]=2)[CH3:12])=[O:9])[CH:5]=[CH:4][N:3]=1.[C:24](Cl)(=[O:26])[CH3:25], predict the reaction product. The product is: [C:24]([NH:1][C:2]1[N:7]=[C:6]([C:8]([NH:10][CH:11]([C:13]2[CH:18]=[CH:17][CH:16]=[C:15]([O:19][C:20]([F:23])([F:21])[F:22])[CH:14]=2)[CH3:12])=[O:9])[CH:5]=[CH:4][N:3]=1)(=[O:26])[CH3:25]. (4) Given the reactants Cl[C:2]1[CH:11]=[CH:10][N:9]=[C:8]2[C:3]=1[C:4]1[CH:16]=[CH:15][CH:14]=[CH:13][C:5]=1[C:6](=[O:12])[NH:7]2.[Cl:17][C:18]1[CH:19]=[C:20]([NH2:31])[CH:21]=[CH:22][C:23]=1[S:24][C:25]1[N:26]([CH3:30])[CH:27]=[CH:28][N:29]=1.CC(C1C=C(C(C)C)C(C2C=CC=CC=2P(C2CCCCC2)C2CCCCC2)=C(C(C)C)C=1)C.[OH-].[K+], predict the reaction product. The product is: [Cl:17][C:18]1[CH:19]=[C:20]([NH:31][C:2]2[CH:11]=[CH:10][N:9]=[C:8]3[C:3]=2[C:4]2[CH:16]=[CH:15][CH:14]=[CH:13][C:5]=2[C:6](=[O:12])[NH:7]3)[CH:21]=[CH:22][C:23]=1[S:24][C:25]1[N:26]([CH3:30])[CH:27]=[CH:28][N:29]=1.